From a dataset of Forward reaction prediction with 1.9M reactions from USPTO patents (1976-2016). Predict the product of the given reaction. (1) Given the reactants [CH3:1][C:2]1[N:3]=[C:4]([NH:7][C:8]2[CH:13]=[C:12]([OH:14])[CH:11]=[CH:10][N:9]=2)[S:5][CH:6]=1.F[C:16]1[CH:23]=[CH:22][C:19]([C:20]#[N:21])=[CH:18][CH:17]=1.C(=O)([O-])[O-].[K+].[K+], predict the reaction product. The product is: [CH3:1][C:2]1[N:3]=[C:4]([NH:7][C:8]2[CH:13]=[C:12]([O:14][C:16]3[CH:23]=[CH:22][C:19]([C:20]#[N:21])=[CH:18][CH:17]=3)[CH:11]=[CH:10][N:9]=2)[S:5][CH:6]=1. (2) Given the reactants [Cl:1][C:2]1[C:3]([F:31])=[C:4]([CH:8]2[C:12]([C:15]3[CH:20]=[CH:19][C:18]([Cl:21])=[CH:17][C:16]=3[F:22])([C:13]#[N:14])[CH:11]([CH2:23][C:24]([CH3:27])([CH3:26])[CH3:25])[NH:10][CH:9]2[C:28]([OH:30])=O)[CH:5]=[CH:6][CH:7]=1.CN(C(ON1N=NC2C=CC=NC1=2)=[N+](C)C)C.F[P-](F)(F)(F)(F)F.CCN(C(C)C)C(C)C.Cl.[CH3:66][O:67][C:68](=[O:77])[C:69]1[CH:74]=[CH:73][C:72]([CH2:75][NH2:76])=[CH:71][CH:70]=1, predict the reaction product. The product is: [CH3:66][O:67][C:68](=[O:77])[C:69]1[CH:74]=[CH:73][C:72]([CH2:75][NH:76][C:28]([C@H:9]2[C@H:8]([C:4]3[CH:5]=[CH:6][CH:7]=[C:2]([Cl:1])[C:3]=3[F:31])[C@:12]([C:15]3[CH:20]=[CH:19][C:18]([Cl:21])=[CH:17][C:16]=3[F:22])([C:13]#[N:14])[C@H:11]([CH2:23][C:24]([CH3:27])([CH3:26])[CH3:25])[NH:10]2)=[O:30])=[CH:71][CH:70]=1.